Dataset: Peptide-MHC class I binding affinity with 185,985 pairs from IEDB/IMGT. Task: Regression. Given a peptide amino acid sequence and an MHC pseudo amino acid sequence, predict their binding affinity value. This is MHC class I binding data. (1) The peptide sequence is FWFNEVLSI. The MHC is HLA-A29:02 with pseudo-sequence HLA-A29:02. The binding affinity (normalized) is 0.401. (2) The peptide sequence is YLGSANMDWR. The binding affinity (normalized) is 0.355. The MHC is HLA-A68:01 with pseudo-sequence HLA-A68:01. (3) The peptide sequence is RPPMVTSGL. The MHC is HLA-B08:01 with pseudo-sequence HLA-B08:01. The binding affinity (normalized) is 0.0847. (4) The peptide sequence is APRTLVYLL. The MHC is HLA-B53:01 with pseudo-sequence HLA-B53:01. The binding affinity (normalized) is 0. (5) The peptide sequence is KLRSSPPIPM. The MHC is HLA-A02:01 with pseudo-sequence HLA-A02:01. The binding affinity (normalized) is 0.346. (6) The peptide sequence is TLSRVWGNK. The MHC is HLA-A02:02 with pseudo-sequence HLA-A02:02. The binding affinity (normalized) is 0.125.